This data is from Full USPTO retrosynthesis dataset with 1.9M reactions from patents (1976-2016). The task is: Predict the reactants needed to synthesize the given product. (1) Given the product [CH3:22][O:23][C:24]1[CH:29]=[CH:28][CH:27]=[CH:26][C:25]=1[C:2]1[CH:3]=[N:4][CH:5]=[C:6]2[C:11]=1[N:10]=[C:9]([C:12]([NH:14][CH2:15][C:16]1[CH:21]=[CH:20][N:19]=[CH:18][CH:17]=1)=[O:13])[CH:8]=[CH:7]2, predict the reactants needed to synthesize it. The reactants are: Br[C:2]1[CH:3]=[N:4][CH:5]=[C:6]2[C:11]=1[N:10]=[C:9]([C:12]([NH:14][CH2:15][C:16]1[CH:21]=[CH:20][N:19]=[CH:18][CH:17]=1)=[O:13])[CH:8]=[CH:7]2.[CH3:22][O:23][C:24]1[CH:29]=[CH:28][CH:27]=[CH:26][C:25]=1B(O)O.C(=O)([O-])[O-].[Cs+].[Cs+]. (2) Given the product [NH2:1][C:2]1[CH:3]=[CH:4][C:5]([N:8]2[CH2:9][CH2:10][C:36]3([C:32](=[O:42])[NH:33][CH2:34][CH2:35]3)[CH2:12][CH2:13]2)=[N:6][CH:7]=1, predict the reactants needed to synthesize it. The reactants are: [NH2:1][C:2]1[CH:3]=[CH:4][C:5]([N:8]2[CH2:13][CH2:12]N(CC3C=CC=CC=3)[C:10](=O)[CH2:9]2)=[N:6][CH:7]=1.ClC1C=CC([N+]([O-])=O)=CN=1.[C:32]1(=[O:42])[C:36]2(CCNCC2)[CH2:35][CH2:34][NH:33]1.